From a dataset of Forward reaction prediction with 1.9M reactions from USPTO patents (1976-2016). Predict the product of the given reaction. (1) Given the reactants [CH:1]([Mg]Cl)([CH3:3])[CH3:2].[C:6]([NH:10][C:11](=[O:19])[C:12]1[CH:17]=[CH:16][C:15]([Cl:18])=[N:14][CH:13]=1)([CH3:9])([CH3:8])[CH3:7].CO.ClC1C(=O)C(C#N)=C(C#N)C(=O)C=1Cl, predict the reaction product. The product is: [C:6]([NH:10][C:11](=[O:19])[C:12]1[C:17]([CH:1]([CH3:3])[CH3:2])=[CH:16][C:15]([Cl:18])=[N:14][CH:13]=1)([CH3:9])([CH3:7])[CH3:8]. (2) The product is: [Br:7][C:8]1[CH:13]=[CH:12][C:11]([N:14]2[CH:19]=[CH:18][C:17]([OH:20])=[N:15]2)=[C:10]([CH3:16])[CH:9]=1. Given the reactants CC(C)([O-])C.[K+].[Br:7][C:8]1[CH:13]=[CH:12][C:11]([NH:14][NH2:15])=[C:10]([CH3:16])[CH:9]=1.[C:17](OCC)(=[O:20])[C:18]#[CH:19], predict the reaction product.